This data is from Reaction yield outcomes from USPTO patents with 853,638 reactions. The task is: Predict the reaction yield, written as a fraction of the theoretical maximum amount of product (1.0 means a 100% yield; for example, 0.34 means a 34% yield). (1) The reactants are [CH3:1][C:2]1([CH3:19])[C:6]([CH3:8])([CH3:7])[O:5][B:4]([C:9]2[CH:14]=[CH:13][CH:12]=[C:11]([N+:15]([O-])=O)[C:10]=2[CH3:18])[O:3]1. The catalyst is CO. The product is [CH3:18][C:10]1[C:9]([B:4]2[O:5][C:6]([CH3:7])([CH3:8])[C:2]([CH3:19])([CH3:1])[O:3]2)=[CH:14][CH:13]=[CH:12][C:11]=1[NH2:15]. The yield is 1.00. (2) The reactants are [O:1]1[C:5]2([CH2:10][CH2:9][C:8](=[O:11])[CH2:7][CH2:6]2)[O:4][CH2:3][CH2:2]1.[BH4-].[Na+]. The catalyst is CO. The product is [O:1]1[C:5]2([CH2:10][CH2:9][CH:8]([OH:11])[CH2:7][CH2:6]2)[O:4][CH2:3][CH2:2]1. The yield is 0.950. (3) The reactants are [F:1][C:2]1[CH:30]=[CH:29][C:5]([CH2:6][N:7]2[C:15]3[C:10](=[CH:11][CH:12]=[CH:13][CH:14]=3)[C:9]3[CH2:16][C@@H:17]([CH2:27][OH:28])[N:18](C(OC(C)(C)C)=O)[CH2:19][C:8]2=3)=[CH:4][CH:3]=1.[N:31]([CH2:34][CH2:35][C:36]([O:38][C:39]([CH3:42])([CH3:41])[CH3:40])=[O:37])=[C:32]=[S:33].CCN(CC)CC.CS(C)=O. The catalyst is CC(C)=O.O. The product is [F:1][C:2]1[CH:30]=[CH:29][C:5]([CH2:6][N:7]2[C:15]3[CH:14]=[CH:13][CH:12]=[CH:11][C:10]=3[C:9]3[CH2:16][C@H:17]4[C:27](=[O:28])[N:31]([CH2:34][CH2:35][C:36]([O:38][C:39]([CH3:41])([CH3:40])[CH3:42])=[O:37])[C:32](=[S:33])[N:18]4[CH2:19][C:8]2=3)=[CH:4][CH:3]=1. The yield is 0.470. (4) The reactants are [O:1]=[C:2]1[NH:7][C:6]2[CH:8]=[C:9]([CH2:12][N:13]3[CH2:18][CH2:17][N:16]([C:19]4[CH:27]=[CH:26][C:22]([C:23](O)=[O:24])=[CH:21][CH:20]=4)[CH2:15][CH2:14]3)[CH:10]=[N:11][C:5]=2[N:4]2[CH2:28][CH2:29][CH2:30][C@@H:3]12.[CH3:31][CH:32]([NH2:34])[CH3:33].CCN(C(C)C)C(C)C.CN(C(ON1N=NC2C=CC=NC1=2)=[N+](C)C)C.F[P-](F)(F)(F)(F)F. The catalyst is CN(C=O)C. The product is [CH:32]([NH:34][C:23](=[O:24])[C:22]1[CH:21]=[CH:20][C:19]([N:16]2[CH2:17][CH2:18][N:13]([CH2:12][C:9]3[CH:10]=[N:11][C:5]4[N:4]5[CH2:28][CH2:29][CH2:30][C@H:3]5[C:2](=[O:1])[NH:7][C:6]=4[CH:8]=3)[CH2:14][CH2:15]2)=[CH:27][CH:26]=1)([CH3:33])[CH3:31]. The yield is 0.413. (5) The reactants are I[C:2]1[N:3]=[CH:4][N:5]([C:7]2[N:12]=[C:11]([C:13]([F:16])([F:15])[F:14])[CH:10]=[C:9]([C:17]3[CH:22]=[CH:21][C:20]([C:23]([F:26])([F:25])[F:24])=[C:19]([CH3:27])[CH:18]=3)[N:8]=2)[CH:6]=1.[Cl-].[Li+].C([Mg]Cl)(C)C.[CH2:35]([Sn:39](Cl)([CH2:44][CH2:45][CH2:46][CH3:47])[CH2:40][CH2:41][CH2:42][CH3:43])[CH2:36][CH2:37][CH3:38].[Cl-].[NH4+]. The catalyst is C1COCC1. The product is [CH3:27][C:19]1[CH:18]=[C:17]([C:9]2[CH:10]=[C:11]([C:13]([F:16])([F:15])[F:14])[N:12]=[C:7]([N:5]3[CH:6]=[C:2]([Sn:39]([CH2:40][CH2:41][CH2:42][CH3:43])([CH2:44][CH2:45][CH2:46][CH3:47])[CH2:35][CH2:36][CH2:37][CH3:38])[N:3]=[CH:4]3)[N:8]=2)[CH:22]=[CH:21][C:20]=1[C:23]([F:26])([F:25])[F:24]. The yield is 0.170. (6) The reactants are [Cl:1][C:2]1[CH:3]=[C:4]([C:8]2[N:13]=[C:12]3[CH2:14][CH2:15][CH2:16][C:11]3=[C:10]([NH:17][C:18]3[N:23]=[CH:22][C:21]([CH2:24][C:25](OCC)=[O:26])=[CH:20][CH:19]=3)[CH:9]=2)[CH:5]=[CH:6][CH:7]=1.[NH3:30]. The catalyst is CO. The product is [ClH:1].[Cl:1][C:2]1[CH:3]=[C:4]([C:8]2[N:13]=[C:12]3[CH2:14][CH2:15][CH2:16][C:11]3=[C:10]([NH:17][C:18]3[N:23]=[CH:22][C:21]([CH2:24][C:25]([NH2:30])=[O:26])=[CH:20][CH:19]=3)[CH:9]=2)[CH:5]=[CH:6][CH:7]=1. The yield is 0.750. (7) The reactants are [N:1]([CH2:4][CH2:5][O:6][CH2:7][CH2:8][O:9][CH2:10][CH2:11][O:12][CH2:13][CH2:14][O:15][CH2:16][CH2:17][O:18][CH2:19][CH2:20][O:21][CH2:22][CH2:23][O:24][CH2:25][CH2:26]O)=[N+:2]=[N-:3].CCN(S(F)(F)[F:34])CC. The catalyst is C(Cl)Cl. The product is [N:1]([CH2:4][CH2:5][O:6][CH2:7][CH2:8][O:9][CH2:10][CH2:11][O:12][CH2:13][CH2:14][O:15][CH2:16][CH2:17][O:18][CH2:19][CH2:20][O:21][CH2:22][CH2:23][O:24][CH2:25][CH2:26][F:34])=[N+:2]=[N-:3]. The yield is 0.240.